This data is from Peptide-MHC class I binding affinity with 185,985 pairs from IEDB/IMGT. The task is: Regression. Given a peptide amino acid sequence and an MHC pseudo amino acid sequence, predict their binding affinity value. This is MHC class I binding data. (1) The peptide sequence is DVLKTRLFR. The MHC is HLA-A68:01 with pseudo-sequence HLA-A68:01. The binding affinity (normalized) is 0.885. (2) The peptide sequence is SRWAISHWL. The MHC is HLA-B73:01 with pseudo-sequence HLA-B73:01. The binding affinity (normalized) is 0.527. (3) The peptide sequence is WLSLLVPFV. The MHC is HLA-A02:03 with pseudo-sequence HLA-A02:03. The binding affinity (normalized) is 0.880. (4) The peptide sequence is DIKDTKEAL. The MHC is HLA-B39:01 with pseudo-sequence HLA-B39:01. The binding affinity (normalized) is 0.0847. (5) The peptide sequence is WYMWLGARYL. The MHC is HLA-A23:01 with pseudo-sequence HLA-A23:01. The binding affinity (normalized) is 0.731. (6) The MHC is HLA-A31:01 with pseudo-sequence HLA-A31:01. The peptide sequence is FHGVAKNPV. The binding affinity (normalized) is 0.0847. (7) The peptide sequence is FIIFLFILLL. The MHC is HLA-A03:01 with pseudo-sequence HLA-A03:01. The binding affinity (normalized) is 0.544.